The task is: Regression. Given two drug SMILES strings and cell line genomic features, predict the synergy score measuring deviation from expected non-interaction effect.. This data is from NCI-60 drug combinations with 297,098 pairs across 59 cell lines. (1) Drug 1: CN(CC1=CN=C2C(=N1)C(=NC(=N2)N)N)C3=CC=C(C=C3)C(=O)NC(CCC(=O)O)C(=O)O. Drug 2: C1=NC2=C(N1)C(=S)N=CN2. Cell line: MCF7. Synergy scores: CSS=52.7, Synergy_ZIP=-5.54, Synergy_Bliss=-2.43, Synergy_Loewe=-2.27, Synergy_HSA=-0.179. (2) Drug 1: C1CCC(C1)C(CC#N)N2C=C(C=N2)C3=C4C=CNC4=NC=N3. Drug 2: CN1CCC(CC1)COC2=C(C=C3C(=C2)N=CN=C3NC4=C(C=C(C=C4)Br)F)OC. Cell line: CCRF-CEM. Synergy scores: CSS=-3.19, Synergy_ZIP=-0.386, Synergy_Bliss=-3.51, Synergy_Loewe=-7.01, Synergy_HSA=-6.21. (3) Drug 1: CC(CN1CC(=O)NC(=O)C1)N2CC(=O)NC(=O)C2. Drug 2: CC1=C(C=C(C=C1)C(=O)NC2=CC(=CC(=C2)C(F)(F)F)N3C=C(N=C3)C)NC4=NC=CC(=N4)C5=CN=CC=C5. Cell line: A549. Synergy scores: CSS=35.5, Synergy_ZIP=2.87, Synergy_Bliss=3.05, Synergy_Loewe=1.41, Synergy_HSA=2.23. (4) Drug 1: CC1C(C(CC(O1)OC2CC(CC3=C2C(=C4C(=C3O)C(=O)C5=C(C4=O)C(=CC=C5)OC)O)(C(=O)CO)O)N)O.Cl. Drug 2: CS(=O)(=O)OCCCCOS(=O)(=O)C. Cell line: HOP-62. Synergy scores: CSS=0.446, Synergy_ZIP=5.36, Synergy_Bliss=10.3, Synergy_Loewe=-0.185, Synergy_HSA=0.251. (5) Drug 1: CCC(=C(C1=CC=CC=C1)C2=CC=C(C=C2)OCCN(C)C)C3=CC=CC=C3.C(C(=O)O)C(CC(=O)O)(C(=O)O)O. Drug 2: COCCOC1=C(C=C2C(=C1)C(=NC=N2)NC3=CC=CC(=C3)C#C)OCCOC.Cl. Synergy scores: CSS=-1.84, Synergy_ZIP=-0.0960, Synergy_Bliss=-4.75, Synergy_Loewe=-4.21, Synergy_HSA=-8.95. Cell line: HCC-2998.